From a dataset of Forward reaction prediction with 1.9M reactions from USPTO patents (1976-2016). Predict the product of the given reaction. (1) Given the reactants [NH2:1][C:2]1[N:7]([C:8]2[C:22]([F:23])=[CH:21][C:11]([O:12][CH2:13][CH2:14][CH2:15]OS(C)(=O)=O)=[CH:10][C:9]=2[F:24])[C:6](=[O:25])[CH:5]=[CH:4][C:3]=1[C:26](=[O:34])[C:27]1[CH:32]=[CH:31][C:30]([F:33])=[CH:29][CH:28]=1.[CH2:35]([O:37][C:38](=[O:45])[C@H:39]([CH2:41][CH:42]([CH3:44])[CH3:43])[NH2:40])[CH3:36], predict the reaction product. The product is: [NH2:1][C:2]1[N:7]([C:8]2[C:22]([F:23])=[CH:21][C:11]([O:12][CH2:13][CH2:14][CH2:15][NH:40][C@H:39]([C:38]([O:37][CH2:35][CH3:36])=[O:45])[CH2:41][CH:42]([CH3:44])[CH3:43])=[CH:10][C:9]=2[F:24])[C:6](=[O:25])[CH:5]=[CH:4][C:3]=1[C:26](=[O:34])[C:27]1[CH:28]=[CH:29][C:30]([F:33])=[CH:31][CH:32]=1. (2) Given the reactants COC(C1C=CC(C(O)=O)=CC=1C)=O.Cl.CNC.[CH3:19][N:20]([CH3:34])[C:21]([C:23]1[CH:32]=[CH:31][C:26]([C:27]([O:29]C)=[O:28])=[C:25]([CH3:33])[CH:24]=1)=[O:22], predict the reaction product. The product is: [CH3:19][N:20]([CH3:34])[C:21]([C:23]1[CH:32]=[CH:31][C:26]([C:27]([OH:29])=[O:28])=[C:25]([CH3:33])[CH:24]=1)=[O:22]. (3) The product is: [F:31][C:23]1[CH:22]=[C:21]([CH2:20][C:19]([NH:18][C:14]2[C:13]([CH3:33])=[CH:12][CH:11]=[C:10]3[C:15]=2[CH:16]=[CH:17][N:8]([C@H:6]([CH3:7])[CH2:5][NH:4][CH3:1])[C:9]3=[O:34])=[O:32])[CH:26]=[CH:25][C:24]=1[C:27]([F:30])([F:28])[F:29]. Given the reactants [CH2:1]([N:4](C)[CH2:5][C@H:6]([N:8]1[CH:17]=[CH:16][C:15]2[C:10](=[CH:11][CH:12]=[C:13]([CH3:33])[C:14]=2[NH:18][C:19](=[O:32])[CH2:20][C:21]2[CH:26]=[CH:25][C:24]([C:27]([F:30])([F:29])[F:28])=[C:23]([F:31])[CH:22]=2)[C:9]1=[O:34])[CH3:7])C=C.C(Cl)Cl.CN1C(=O)CC(=O)N(C)C1=O, predict the reaction product. (4) Given the reactants Br[C:2]1[CH:3]=[C:4]([CH:9]=[C:10]([C:12]2[CH:17]=[CH:16][CH:15]=[CH:14][N:13]=2)[CH:11]=1)[C:5]([O:7][CH3:8])=[O:6].CC1(C)C(C)(C)OB([C:26]([C:28]2[CH:33]=[CH:32][CH:31]=[CH:30][CH:29]=2)=[CH2:27])O1.C([O-])([O-])=O.[K+].[K+].O, predict the reaction product. The product is: [C:28]1([C:26]([C:2]2[CH:3]=[C:4]([CH:9]=[C:10]([C:12]3[CH:17]=[CH:16][CH:15]=[CH:14][N:13]=3)[CH:11]=2)[C:5]([O:7][CH3:8])=[O:6])=[CH2:27])[CH:33]=[CH:32][CH:31]=[CH:30][CH:29]=1. (5) Given the reactants Cl[CH2:2][C:3]([NH:5][C:6]1[CH:19]=[CH:18][C:17]2[NH:16][C:15](=[O:20])[C:14]3[C:9](=[CH:10][CH:11]=[CH:12][CH:13]=3)[C:8]=2[CH:7]=1)=[O:4].Cl.[C:22]([O:26][C:27](=[O:36])[NH:28][CH2:29][CH2:30][CH2:31][CH2:32][CH2:33][CH2:34][NH2:35])([CH3:25])([CH3:24])[CH3:23].C(N(CC)CC)C, predict the reaction product. The product is: [C:22]([O:26][C:27](=[O:36])[NH:28][CH2:29][CH2:30][CH2:31][CH2:32][CH2:33][CH2:34][NH:35][CH2:2][C:3](=[O:4])[NH:5][C:6]1[CH:19]=[CH:18][C:17]2[NH:16][C:15](=[O:20])[C:14]3[C:9](=[CH:10][CH:11]=[CH:12][CH:13]=3)[C:8]=2[CH:7]=1)([CH3:25])([CH3:23])[CH3:24].